From a dataset of NCI-60 drug combinations with 297,098 pairs across 59 cell lines. Regression. Given two drug SMILES strings and cell line genomic features, predict the synergy score measuring deviation from expected non-interaction effect. Drug 1: CC1CCC2CC(C(=CC=CC=CC(CC(C(=O)C(C(C(=CC(C(=O)CC(OC(=O)C3CCCCN3C(=O)C(=O)C1(O2)O)C(C)CC4CCC(C(C4)OC)O)C)C)O)OC)C)C)C)OC. Drug 2: C1=CC=C(C=C1)NC(=O)CCCCCCC(=O)NO. Cell line: SW-620. Synergy scores: CSS=19.9, Synergy_ZIP=-2.82, Synergy_Bliss=3.95, Synergy_Loewe=3.61, Synergy_HSA=3.29.